This data is from Forward reaction prediction with 1.9M reactions from USPTO patents (1976-2016). The task is: Predict the product of the given reaction. (1) Given the reactants [F:1][C:2]([F:7])([F:6])[C:3]([OH:5])=[O:4].[F:8][C:9]([F:14])([F:13])[C:10]([OH:12])=[O:11].FC(F)(F)C(O)=O.[Cl:22][C:23]1[CH:24]=[N:25][C:26]2[NH:27][C:28]3[CH:29]=[N:30][CH:31]=[C:32]([CH:54]=3)[CH2:33][CH2:34][C:35]3[CH:43]=[C:39]([NH:40][C:41]=1[N:42]=2)[CH:38]=[CH:37][C:36]=3[NH:44][C:45](=[O:53])[CH2:46][CH:47]1[CH2:52][CH2:51][NH:50][CH2:49][CH2:48]1.[O:55]1[CH:59]=[CH:58][N:57]=[C:56]1[C:60](O)=[O:61], predict the reaction product. The product is: [F:1][C:2]([F:7])([F:6])[C:3]([OH:5])=[O:4].[F:8][C:9]([F:14])([F:13])[C:10]([OH:12])=[O:11].[Cl:22][C:23]1[CH:24]=[N:25][C:26]2[NH:27][C:28]3[CH:29]=[N:30][CH:31]=[C:32]([CH:54]=3)[CH2:33][CH2:34][C:35]3[CH:43]=[C:39]([NH:40][C:41]=1[N:42]=2)[CH:38]=[CH:37][C:36]=3[NH:44][C:45](=[O:53])[CH2:46][CH:47]1[CH2:52][CH2:51][N:50]([C:60]([C:56]2[O:55][CH:59]=[CH:58][N:57]=2)=[O:61])[CH2:49][CH2:48]1. (2) The product is: [O:6]1[C:7]2[C:8](=[N:9][CH:10]=[CH:11][CH:12]=2)[C:3](=[O:13])[CH2:4][CH2:5]1. Given the reactants OC[C:3]1([OH:13])[C:8]2=[N:9][CH:10]=[CH:11][CH:12]=[C:7]2[O:6][CH2:5][CH2:4]1.I([O-])(=O)(=O)=O.[Na+], predict the reaction product. (3) Given the reactants [OH:1][C:2]1[C:3]([O:24]C)=[CH:4][C:5]2[CH2:14][CH2:13][N:12]3[CH:7]([CH2:8][C:9]4[C:18]([Cl:19])=[CH:17][C:16]([O:20]C)=[C:15]([OH:22])[C:10]=4[CH2:11]3)[C:6]=2[CH:23]=1.B(Br)(Br)Br.O, predict the reaction product. The product is: [OH:1][C:2]1[C:3]([OH:24])=[CH:4][C:5]2[CH2:14][CH2:13][N:12]3[CH:7]([CH2:8][C:9]4[C:18]([Cl:19])=[CH:17][C:16]([OH:20])=[C:15]([OH:22])[C:10]=4[CH2:11]3)[C:6]=2[CH:23]=1. (4) Given the reactants [Cl:1][C:2]1[CH:3]=[C:4]2[C:10]([S:11]([C:14]3[CH:19]=[CH:18][CH:17]=[C:16]([N+:20]([O-])=O)[CH:15]=3)(=[O:13])=[O:12])=[CH:9][NH:8][C:5]2=[N:6][CH:7]=1.C(O)C.[Sn](Cl)Cl.C(=O)(O)[O-].[Na+], predict the reaction product. The product is: [Cl:1][C:2]1[CH:3]=[C:4]2[C:10]([S:11]([C:14]3[CH:15]=[C:16]([NH2:20])[CH:17]=[CH:18][CH:19]=3)(=[O:13])=[O:12])=[CH:9][NH:8][C:5]2=[N:6][CH:7]=1.